From a dataset of Full USPTO retrosynthesis dataset with 1.9M reactions from patents (1976-2016). Predict the reactants needed to synthesize the given product. (1) Given the product [F:24][C:22]1[CH:21]=[CH:20][C:10]([CH2:11][NH:12][C:13](=[O:19])[O:14][C:15]([CH3:18])([CH3:17])[CH3:16])=[C:9]([OH:8])[CH:23]=1, predict the reactants needed to synthesize it. The reactants are: C([O:8][C:9]1[CH:23]=[C:22]([F:24])[CH:21]=[CH:20][C:10]=1[CH2:11][NH:12][C:13](=[O:19])[O:14][C:15]([CH3:18])([CH3:17])[CH3:16])C1C=CC=CC=1.[H][H]. (2) Given the product [CH2:11]([C:10]([C:3]1[CH:4]=[CH:5][CH:6]=[C:7]([O:8][CH3:9])[C:2]=1[NH:1][CH2:19][CH2:18][C:17]([NH:22][C:23](=[O:29])[O:24][C:25]([CH3:28])([CH3:27])[CH3:26])([CH3:21])[CH3:16])([OH:15])[CH2:13][CH3:14])[CH3:12], predict the reactants needed to synthesize it. The reactants are: [NH2:1][C:2]1[C:7]([O:8][CH3:9])=[CH:6][CH:5]=[CH:4][C:3]=1[C:10]([OH:15])([CH2:13][CH3:14])[CH2:11][CH3:12].[CH3:16][C:17]([NH:22][C:23](=[O:29])[O:24][C:25]([CH3:28])([CH3:27])[CH3:26])([CH3:21])[CH2:18][CH:19]=O. (3) Given the product [CH3:17][S:18]([O:9][CH2:8][C:5]1[CH:6]=[N:7][C:2]([Cl:1])=[CH:3][CH:4]=1)(=[O:20])=[O:19], predict the reactants needed to synthesize it. The reactants are: [Cl:1][C:2]1[N:7]=[CH:6][C:5]([CH2:8][OH:9])=[CH:4][CH:3]=1.C(N(CC)CC)C.[CH3:17][S:18](Cl)(=[O:20])=[O:19]. (4) Given the product [Cl:31][C:26]1[CH:27]=[CH:28][CH:29]=[CH:30][C:25]=1[C:9]1[C:10]2[CH:16]=[N:15][C:14](=[O:17])[CH:13]([C:19]3[CH:18]=[CH:23][CH:22]=[CH:21][C:20]=3[Cl:35])[C:11]=2[N:12]=[C:11]([NH:13][CH2:14][C:15]([OH:36])=[O:34])[CH:10]=1.[Cl:31][C:26]1[CH:27]=[CH:28][CH:29]=[CH:30][C:25]=1[C:9]1[C:10]2[CH:16]=[CH:15][C:14](=[O:17])[N:13]([C:18]3[CH:23]=[CH:22][CH:21]=[CH:20][C:19]=3[Cl:24])[C:11]=2[N:12]=[C:7]([NH:6][CH2:5][C:4]([OH:32])=[O:3])[N:8]=1, predict the reactants needed to synthesize it. The reactants are: C([O:3][C:4](=[O:32])[CH2:5][NH:6][C:7]1[N:8]=[C:9]([C:25]2[CH:30]=[CH:29][CH:28]=[CH:27][C:26]=2[Cl:31])[C:10]2[CH:16]=[CH:15][C:14](=[O:17])[N:13]([C:18]3[CH:23]=[CH:22][CH:21]=[CH:20][C:19]=3[Cl:24])[C:11]=2[N:12]=1)C.[Li+].[OH-:34].[ClH:35].[OH2:36]. (5) Given the product [CH3:1][N:2]1[C:10]2[C:5](=[CH:6][C:7]([S:11][C:12]3[CH:17]=[CH:16][C:15](/[CH:18]=[CH:19]/[C:20]([N:22]4[CH2:27][CH2:26][CH2:25][CH:24]([C:28]([OH:30])=[O:29])[CH2:23]4)=[O:21])=[C:14]([Cl:33])[C:13]=3[Cl:34])=[CH:8][CH:9]=2)[CH:4]=[CH:3]1, predict the reactants needed to synthesize it. The reactants are: [CH3:1][N:2]1[C:10]2[C:5](=[CH:6][C:7]([S:11][C:12]3[CH:17]=[CH:16][C:15](/[CH:18]=[CH:19]/[C:20]([N:22]4[CH2:27][CH2:26][CH2:25][CH:24]([C:28]([O:30]CC)=[O:29])[CH2:23]4)=[O:21])=[C:14]([Cl:33])[C:13]=3[Cl:34])=[CH:8][CH:9]=2)[CH:4]=[CH:3]1.[OH-].[K+].[OH-].[Na+]. (6) Given the product [CH3:11][N:6]1[C:5]([C:12]2[CH:13]=[N:14][C:15]([C:18]([F:21])([F:20])[F:19])=[CH:16][CH:17]=2)=[N:4][C:3]2[C:7]1=[N:8][CH:9]=[N:10][C:2]=2[NH:22][C@H:23]1[CH2:27][CH2:26][N:25]([C:28](=[O:31])[CH2:29][CH3:30])[CH2:24]1, predict the reactants needed to synthesize it. The reactants are: Cl[C:2]1[N:10]=[CH:9][N:8]=[C:7]2[C:3]=1[N:4]=[C:5]([C:12]1[CH:13]=[N:14][C:15]([C:18]([F:21])([F:20])[F:19])=[CH:16][CH:17]=1)[N:6]2[CH3:11].[NH2:22][C@H:23]1[CH2:27][CH2:26][N:25]([C:28](=[O:31])[CH2:29][CH3:30])[CH2:24]1.CC(O)(C)C.CCN(C(C)C)C(C)C. (7) Given the product [CH2:20]([C:19]([C:16]1[CH:15]=[CH:14][C:13]([C:8]2[CH:9]=[CH:10][CH:11]=[CH:12][C:7]=2[CH2:6][C:5]([OH:39])=[O:4])=[CH:18][CH:17]=1)([C:22]1[CH:27]=[CH:26][C:25](/[CH:28]=[CH:29]/[C:30]([CH2:31][CH3:32])([OH:33])[CH2:34][CH3:35])=[C:24]([CH3:36])[CH:23]=1)[CH2:37][CH3:38])[CH3:21], predict the reactants needed to synthesize it. The reactants are: [OH-].[Na+].C[O:4][C:5](=[O:39])[CH2:6][C:7]1[CH:12]=[CH:11][CH:10]=[CH:9][C:8]=1[C:13]1[CH:18]=[CH:17][C:16]([C:19]([CH2:37][CH3:38])([C:22]2[CH:27]=[CH:26][C:25](/[CH:28]=[CH:29]/[C:30]([CH2:34][CH3:35])([OH:33])[CH2:31][CH3:32])=[C:24]([CH3:36])[CH:23]=2)[CH2:20][CH3:21])=[CH:15][CH:14]=1.